Dataset: Reaction yield outcomes from USPTO patents with 853,638 reactions. Task: Predict the reaction yield, written as a fraction of the theoretical maximum amount of product (1.0 means a 100% yield; for example, 0.34 means a 34% yield). (1) The reactants are [Cl:1][C:2]1[C:3]([F:23])=[C:4]([CH:20]=[CH:21][CH:22]=1)[C:5]([C@@H:7]1[CH2:12][CH2:11][CH2:10][N:9]([C:13]([O:15][C:16]([CH3:19])([CH3:18])[CH3:17])=[O:14])[CH2:8]1)=[O:6].[BH4-].[Na+]. The catalyst is CO. The yield is 0.560. The product is [Cl:1][C:2]1[C:3]([F:23])=[C:4]([CH:5]([OH:6])[C@@H:7]2[CH2:12][CH2:11][CH2:10][N:9]([C:13]([O:15][C:16]([CH3:17])([CH3:18])[CH3:19])=[O:14])[CH2:8]2)[CH:20]=[CH:21][CH:22]=1. (2) The reactants are [OH:1][CH2:2][CH2:3][C@H:4]1[CH2:15][CH2:14][C:13]2[S:12][C:11]3[N:10]=[CH:9][N:8]=[C:7]([NH:16][CH:17]4[CH2:22][CH2:21][CH:20]([NH:23][C:24](=[O:30])[O:25][C:26]([CH3:29])([CH3:28])[CH3:27])[CH2:19][CH2:18]4)[C:6]=3[C:5]1=2.CC(OI1(OC(C)=O)(OC(C)=O)OC(=O)C2C=CC=CC1=2)=O. The catalyst is C(Cl)Cl. The product is [O:1]=[CH:2][CH2:3][C@H:4]1[CH2:15][CH2:14][C:13]2[S:12][C:11]3[N:10]=[CH:9][N:8]=[C:7]([NH:16][CH:17]4[CH2:18][CH2:19][CH:20]([NH:23][C:24](=[O:30])[O:25][C:26]([CH3:28])([CH3:27])[CH3:29])[CH2:21][CH2:22]4)[C:6]=3[C:5]1=2. The yield is 0.920.